The task is: Predict the reaction yield, written as a fraction of the theoretical maximum amount of product (1.0 means a 100% yield; for example, 0.34 means a 34% yield).. This data is from Reaction yield outcomes from USPTO patents with 853,638 reactions. (1) The reactants are C[O:2][C:3](=[O:32])[CH2:4][CH2:5][CH2:6][C:7]12[CH2:14][CH2:13][C:10]([C:15]3[NH:23][C:22]4[C:21](=[O:24])[N:20]([CH2:25][CH2:26][CH3:27])[C:19](=[O:28])[N:18]([CH2:29][CH2:30][CH3:31])[C:17]=4[N:16]=3)([CH2:11][CH2:12]1)[CH2:9][CH2:8]2.[Li+].[OH-]. The catalyst is C1COCC1. The product is [O:28]=[C:19]1[N:18]([CH2:29][CH2:30][CH3:31])[C:17]2[N:16]=[C:15]([C:10]34[CH2:13][CH2:14][C:7]([CH2:6][CH2:5][CH2:4][C:3]([OH:32])=[O:2])([CH2:12][CH2:11]3)[CH2:8][CH2:9]4)[NH:23][C:22]=2[C:21](=[O:24])[N:20]1[CH2:25][CH2:26][CH3:27]. The yield is 0.810. (2) The reactants are [N:1]([CH2:4][CH2:5][O:6][CH2:7][CH2:8][O:9][CH2:10][CH2:11][OH:12])=[N+:2]=[N-:3].CCN(CC)CC.[CH3:20][S:21](Cl)(=[O:23])=[O:22].CCOC(C)=O. The catalyst is Cl. The product is [CH3:20][S:21]([O:12][CH2:11][CH2:10][O:9][CH2:8][CH2:7][O:6][CH2:5][CH2:4][N:1]=[N+:2]=[N-:3])(=[O:23])=[O:22]. The yield is 0.370. (3) The reactants are [Cl:1][C:2]1[CH:3]=[C:4]([CH2:10][NH:11][C@H:12]2[CH2:17][CH2:16][N:15]([CH2:18][CH2:19][N:20]3[C:29]4[C:24](=[N:25][CH:26]=[C:27]([O:30][CH3:31])[CH:28]=4)[CH:23]=[CH:22][C:21]3=[O:32])[CH2:14][C@H:13]2[OH:33])[CH:5]=[N:6][C:7]=1[CH2:8][OH:9].Cl. The catalyst is C(Cl)Cl. The product is [ClH:1].[Cl:1][C:2]1[CH:3]=[C:4]([CH2:10][NH:11][C@H:12]2[CH2:17][CH2:16][N:15]([CH2:18][CH2:19][N:20]3[C:29]4[C:24](=[N:25][CH:26]=[C:27]([O:30][CH3:31])[CH:28]=4)[CH:23]=[CH:22][C:21]3=[O:32])[CH2:14][C@H:13]2[OH:33])[CH:5]=[N:6][C:7]=1[CH2:8][OH:9]. The yield is 0.742. (4) The reactants are C[O:2][C:3]([C:5]1[N:13]=[CH:12][C:11]2[NH:10][C:9]3[N:14]=[CH:15][CH:16]=[C:17]([Cl:18])[C:8]=3[C:7]=2[CH:6]=1)=[O:4].[OH-].[Li+].Cl. The catalyst is O1CCCC1.O. The product is [Cl:18][C:17]1[C:8]2[C:7]3[CH:6]=[C:5]([C:3]([OH:4])=[O:2])[N:13]=[CH:12][C:11]=3[NH:10][C:9]=2[N:14]=[CH:15][CH:16]=1. The yield is 0.980.